This data is from Full USPTO retrosynthesis dataset with 1.9M reactions from patents (1976-2016). The task is: Predict the reactants needed to synthesize the given product. (1) Given the product [CH:29]1([CH2:35][NH:36][C:2]2[N:7]=[C:6]([NH:8][C:9]3[CH:17]=[CH:16][CH:15]=[C:14]4[C:10]=3[CH2:11][CH:12]([OH:18])[CH2:13]4)[CH:5]=[C:4]([C:19]3[CH:20]=[CH:21][C:22]([C:25]([F:27])([F:28])[F:26])=[CH:23][CH:24]=3)[N:3]=2)[CH2:34][CH2:33][CH2:32][CH2:31][CH2:30]1, predict the reactants needed to synthesize it. The reactants are: Cl[C:2]1[N:7]=[C:6]([NH:8][C:9]2[CH:17]=[CH:16][CH:15]=[C:14]3[C:10]=2[CH2:11][CH:12]([OH:18])[CH2:13]3)[CH:5]=[C:4]([C:19]2[CH:24]=[CH:23][C:22]([C:25]([F:28])([F:27])[F:26])=[CH:21][CH:20]=2)[N:3]=1.[CH:29]1([CH2:35][NH2:36])[CH2:34][CH2:33][CH2:32][CH2:31][CH2:30]1. (2) Given the product [CH3:16][O:17][C:18]1[N:23]=[CH:22][C:21]([C:2]2[C:10]3[C:5](=[CH:6][CH:7]=[CH:8][CH:9]=3)[NH:4][C:3]=2[C:11]([O:13][CH2:14][CH3:15])=[O:12])=[CH:20][CH:19]=1, predict the reactants needed to synthesize it. The reactants are: Br[C:2]1[C:10]2[C:5](=[CH:6][CH:7]=[CH:8][CH:9]=2)[NH:4][C:3]=1[C:11]([O:13][CH2:14][CH3:15])=[O:12].[CH3:16][O:17][C:18]1[N:23]=[CH:22][C:21](B(O)O)=[CH:20][CH:19]=1.C([O-])([O-])=O.[Na+].[Na+]. (3) Given the product [O:1]1[CH2:6][CH2:5][CH2:4][CH2:3][CH:2]1[O:7][CH2:8][CH2:9][C:10]([O:12][CH2:19][C:16]1[CH:17]=[CH:18][CH:13]=[CH:14][CH:15]=1)=[O:11], predict the reactants needed to synthesize it. The reactants are: [O:1]1[CH2:6][CH2:5][CH2:4][CH2:3][CH:2]1[O:7][CH2:8][CH2:9][C:10]([OH:12])=[O:11].[CH:13]1[CH:18]=[CH:17][C:16]([CH2:19]Br)=[CH:15][CH:14]=1. (4) Given the product [Si:1]([O:18][C:19]1[CH:20]=[C:21]([C:27]2[CH:32]=[CH:31][CH:30]=[C:29]([C:33](=[O:51])[C:39]([C:41]3[CH:42]=[CH:43][N:44]=[CH:45][CH:46]=3)=[O:40])[CH:28]=2)[CH:22]=[C:23]([O:25][CH3:26])[CH:24]=1)([C:14]([CH3:17])([CH3:15])[CH3:16])([C:2]1[CH:3]=[CH:4][CH:5]=[CH:6][CH:7]=1)[C:8]1[CH:9]=[CH:10][CH:11]=[CH:12][CH:13]=1, predict the reactants needed to synthesize it. The reactants are: [Si:1]([O:18][C:19]1[CH:20]=[C:21]([C:27]2[CH:32]=[CH:31][CH:30]=[C:29]([C:33]3([CH:39]([C:41]4[CH:46]=[CH:45][N:44]=[CH:43][CH:42]=4)[OH:40])SCCCS3)[CH:28]=2)[CH:22]=[C:23]([O:25][CH3:26])[CH:24]=1)([C:14]([CH3:17])([CH3:16])[CH3:15])([C:8]1[CH:13]=[CH:12][CH:11]=[CH:10][CH:9]=1)[C:2]1[CH:7]=[CH:6][CH:5]=[CH:4][CH:3]=1.C([OH:51])(C)(C)C.CC(OI1(OC(C)=O)(OC(C)=O)OC(=O)C2C=CC=CC1=2)=O.C(=O)(O)[O-].[Na+].S([O-])([O-])(=O)=S.[Na+].[Na+]. (5) Given the product [NH2:5][C:6]1[S:7][CH:8]=[C:9]([CH2:11][C:12]([O:14][CH2:15][CH3:16])=[O:13])[N:10]=1, predict the reactants needed to synthesize it. The reactants are: S(Cl)(Cl)=O.[NH2:5][C:6]1[S:7][CH:8]=[C:9]([CH2:11][C:12]([OH:14])=[O:13])[N:10]=1.[CH2:15](O)[CH3:16].